The task is: Predict the reactants needed to synthesize the given product.. This data is from Full USPTO retrosynthesis dataset with 1.9M reactions from patents (1976-2016). (1) Given the product [CH2:1]([O:3][C:4](=[O:14])[C:5]1[C:10]([CH3:11])=[CH:9][C:8]([C:21]2[CH:20]=[CH:19][CH:18]=[C:17]([C:16]([F:27])([F:26])[F:15])[CH:22]=2)=[N:7][C:6]=1[CH3:13])[CH3:2], predict the reactants needed to synthesize it. The reactants are: [CH2:1]([O:3][C:4](=[O:14])[C:5]1[C:10]([CH3:11])=[CH:9][C:8](Cl)=[N:7][C:6]=1[CH3:13])[CH3:2].[F:15][C:16]([F:27])([F:26])[C:17]1[CH:18]=[C:19](B(O)O)[CH:20]=[CH:21][CH:22]=1. (2) Given the product [Si:1]([O:8][C@H:9]1[CH2:14][CH2:13][C@H:12]([C:15]2[N:16]([CH3:20])[C:17]([B:41]3[O:45][C:44]([CH3:47])([CH3:46])[C:43]([CH3:49])([CH3:48])[O:42]3)=[CH:18][N:19]=2)[CH2:11][CH2:10]1)([C:4]([CH3:7])([CH3:5])[CH3:6])([CH3:3])[CH3:2], predict the reactants needed to synthesize it. The reactants are: [Si:1]([O:8][C@H:9]1[CH2:14][CH2:13][C@H:12]([C:15]2[N:16]([CH3:20])[CH:17]=[CH:18][N:19]=2)[CH2:11][CH2:10]1)([C:4]([CH3:7])([CH3:6])[CH3:5])([CH3:3])[CH3:2].C(C1C=CN=C(C2C=C(C(C)(C)C)C=CN=2)C=1)(C)(C)C.[B:41]1([B:41]2[O:45][C:44]([CH3:47])([CH3:46])[C:43]([CH3:49])([CH3:48])[O:42]2)[O:45][C:44]([CH3:47])([CH3:46])[C:43]([CH3:49])([CH3:48])[O:42]1.CCCCCCC. (3) Given the product [C:11]([O:15][C:16]([N:18]1[CH2:19][CH:20]=[C:21]([C:6]2[O:7][CH:8]=[CH:9][C:5]=2[C:3]([O:2][CH3:1])=[O:4])[CH2:22][CH2:23]1)=[O:17])([CH3:14])([CH3:12])[CH3:13], predict the reactants needed to synthesize it. The reactants are: [CH3:1][O:2][C:3]([C:5]1[CH:9]=[CH:8][O:7][C:6]=1Br)=[O:4].[C:11]([O:15][C:16]([N:18]1[CH2:23][CH:22]=[C:21](B2OC(C)(C)C(C)(C)O2)[CH2:20][CH2:19]1)=[O:17])([CH3:14])([CH3:13])[CH3:12].C([O-])([O-])=O.[Na+].[Na+]. (4) Given the product [CH2:15]([C:8]1([CH2:2][CH3:5])[CH2:9][CH2:10][CH2:11][CH2:12][CH2:13][C:7]1=[O:14])[CH3:16], predict the reactants needed to synthesize it. The reactants are: C[C:2]([CH3:5])([O-])C.[K+].[C:7]1(=[O:14])[CH2:13][CH2:12][CH2:11][CH2:10][CH2:9][CH2:8]1.[CH2:15](I)[CH3:16].